From a dataset of Full USPTO retrosynthesis dataset with 1.9M reactions from patents (1976-2016). Predict the reactants needed to synthesize the given product. (1) Given the product [Cl:23][C:24]1[CH:32]=[C:31]([C:33]([F:34])([F:35])[F:36])[CH:30]=[CH:29][C:25]=1[C:26]([NH:19][CH2:18][C:9]1([CH2:12][CH:13]2[CH2:17][CH2:16][CH2:15][O:14]2)[CH2:10][CH2:11][N:6]([S:3]([CH2:1][CH3:2])(=[O:5])=[O:4])[CH2:7][CH2:8]1)=[O:27], predict the reactants needed to synthesize it. The reactants are: [CH2:1]([S:3]([N:6]1[CH2:11][CH2:10][C:9]([CH2:18][NH2:19])([CH2:12][CH:13]2[CH2:17][CH2:16][CH2:15][O:14]2)[CH2:8][CH2:7]1)(=[O:5])=[O:4])[CH3:2].N=C=N.[Cl:23][C:24]1[CH:32]=[C:31]([C:33]([F:36])([F:35])[F:34])[CH:30]=[CH:29][C:25]=1[C:26](O)=[O:27]. (2) The reactants are: [C:1](#[N:5])[CH2:2][C:3]#[N:4].[CH3:6][C:7]([CH2:9][OH:10])=O.C(N(CC)CC)C. Given the product [NH2:4][C:3]1[O:10][CH:9]=[C:7]([CH3:6])[C:2]=1[C:1]#[N:5], predict the reactants needed to synthesize it. (3) Given the product [C:28]([C:27]1[CH:30]=[CH:31][C:24]([N:16]2[C@@H:17]([CH:19]3[CH2:23][CH2:22][CH2:21][CH2:20]3)[CH2:18][C:14]([C:7]3[CH:8]=[CH:9][C:4]([C:1]([NH2:2])=[O:3])=[CH:5][CH:6]=3)=[N:15]2)=[N:25][C:26]=1[CH3:32])#[N:29], predict the reactants needed to synthesize it. The reactants are: [C:1]([C:4]1[CH:9]=[CH:8][C:7](B(O)O)=[CH:6][CH:5]=1)(=[O:3])[NH2:2].Cl[C:14]1[CH2:18][C@H:17]([CH:19]2[CH2:23][CH2:22][CH2:21][CH2:20]2)[N:16]([C:24]2[CH:31]=[CH:30][C:27]([C:28]#[N:29])=[C:26]([CH3:32])[N:25]=2)[N:15]=1. (4) Given the product [CH2:24]([N:4]([CH2:1][CH3:2])[C:5]1[CH:6]=[C:7]([CH:17]=[CH:18][CH:19]=1)[CH2:8][NH:9][C:10](=[O:16])[O:11][C:12]([CH3:15])([CH3:14])[CH3:13])[CH3:25], predict the reactants needed to synthesize it. The reactants are: [CH:1](=O)[CH3:2].[NH2:4][C:5]1[CH:6]=[C:7]([CH:17]=[CH:18][CH:19]=1)[CH2:8][NH:9][C:10](=[O:16])[O:11][C:12]([CH3:15])([CH3:14])[CH3:13].[BH3-]C#N.[Na+].[CH3:24][C:25](O)=O. (5) Given the product [Br:1][C:2]1[CH:3]=[C:4]([OH:8])[CH:5]=[CH:6][C:7]=1[N+:9]([O-:11])=[O:10].[Br:1][C:2]1[CH:7]=[CH:6][C:5]([N+:9]([O-:12])=[O:10])=[C:4]([OH:8])[CH:3]=1, predict the reactants needed to synthesize it. The reactants are: [Br:1][C:2]1[CH:3]=[C:4]([OH:8])[CH:5]=[CH:6][CH:7]=1.[N+:9]([O-:12])([OH:11])=[O:10].